Dataset: Forward reaction prediction with 1.9M reactions from USPTO patents (1976-2016). Task: Predict the product of the given reaction. The product is: [NH2:1][C:2]1[C:7]2[C:8](=[O:20])[N:9]([C:13]3[CH:18]=[CH:17][C:16]([C:27]4[CH:26]=[CH:25][C:24]([CH2:37][C:38]([O:40][CH3:41])=[O:39])=[CH:23][C:22]=4[Cl:21])=[CH:15][CH:14]=3)[CH2:10][CH2:11][O:12][C:6]=2[N:5]=[CH:4][N:3]=1. Given the reactants [NH2:1][C:2]1[C:7]2[C:8](=[O:20])[N:9]([C:13]3[CH:18]=[CH:17][C:16](Br)=[CH:15][CH:14]=3)[CH2:10][CH2:11][O:12][C:6]=2[N:5]=[CH:4][N:3]=1.[Cl:21][C:22]1[CH:23]=[C:24]([CH2:37][C:38]([O:40][CH3:41])=[O:39])[CH:25]=[CH:26][C:27]=1B1OC(C)(C)C(C)(C)O1.P([O-])([O-])([O-])=O.[K+].[K+].[K+].CO, predict the reaction product.